From a dataset of Catalyst prediction with 721,799 reactions and 888 catalyst types from USPTO. Predict which catalyst facilitates the given reaction. The catalyst class is: 49. Product: [Br:1][C:2]1[C:3]2[C:4]3[C:9](=[CH:8][C:7]([C:19]([O:21][CH2:22][CH3:23])=[O:20])=[CH:6][CH:5]=3)[NH:10][C:11]=2[C:12]([C:16]([OH:18])=[O:17])=[CH:13][C:14]=1[CH3:15]. Reactant: [Br:1][C:2]1[C:14]([CH3:15])=[CH:13][C:12]([C:16]([OH:18])=[O:17])=[C:11]2[C:3]=1[C:4]1[CH2:5][CH2:6][CH:7]([C:19]([O:21][CH2:22][CH3:23])=[O:20])[CH2:8][C:9]=1[NH:10]2.ClC1C(=O)C(C#N)=C(C#N)C(=O)C=1Cl.